Dataset: Forward reaction prediction with 1.9M reactions from USPTO patents (1976-2016). Task: Predict the product of the given reaction. (1) Given the reactants C([N:8]1[C:12]2=[N:13][C:14]3[C:19]([C:20]([NH2:21])=[C:11]2[CH2:10][CH2:9]1)=[CH:18][C:17]([Br:22])=[CH:16][CH:15]=3)C1C=CC=CC=1.B(Br)(Br)Br.[OH-].[Na+], predict the reaction product. The product is: [Br:22][C:17]1[CH:18]=[C:19]2[C:14](=[CH:15][CH:16]=1)[N:13]=[C:12]1[NH:8][CH2:9][CH2:10][C:11]1=[C:20]2[NH2:21]. (2) Given the reactants [Cl:1][C:2]1[N:3]=[C:4](Cl)[C:5]2[CH:10]=[CH:9][NH:8][C:6]=2[N:7]=1.[CH2:12]([NH2:15])[CH2:13][NH2:14].C(N(CC)CC)C, predict the reaction product. The product is: [NH2:14][CH2:13][CH2:12][NH:15][C:4]1[C:5]2[CH:10]=[CH:9][NH:8][C:6]=2[N:7]=[C:2]([Cl:1])[N:3]=1. (3) The product is: [F:30][C:22]1[CH:23]=[C:24]([N+:27]([O-:29])=[O:28])[CH:25]=[CH:26][C:21]=1[N:18]1[CH2:19][CH2:20][NH:15][CH2:16][CH2:17]1. Given the reactants Cl.C(OCC)(=O)C.C(OC([N:15]1[CH2:20][CH2:19][N:18]([C:21]2[CH:26]=[CH:25][C:24]([N+:27]([O-:29])=[O:28])=[CH:23][C:22]=2[F:30])[CH2:17][CH2:16]1)=O)(C)(C)C.C(=O)([O-])O.[Na+], predict the reaction product. (4) Given the reactants Br[C:2]1[C:10]2[N:9]3[CH2:11][CH2:12][NH:13][C:14](=[O:15])[C:8]3=[C:7]([CH3:16])[C:6]=2[CH:5]=[C:4]([C:17]#[N:18])[CH:3]=1.[F:19][C:20]1[CH:21]=[C:22](B(O)O)[CH:23]=[C:24]([F:26])[CH:25]=1, predict the reaction product. The product is: [F:19][C:20]1[CH:21]=[C:22]([C:2]2[C:10]3[N:9]4[CH2:11][CH2:12][NH:13][C:14](=[O:15])[C:8]4=[C:7]([CH3:16])[C:6]=3[CH:5]=[C:4]([C:17]#[N:18])[CH:3]=2)[CH:23]=[C:24]([F:26])[CH:25]=1. (5) Given the reactants [CH3:1][C@@H:2]1[CH2:7][CH2:6][CH2:5][NH:4][C@@H:3]1[CH2:8][OH:9].CCN(C(C)C)C(C)C.[CH3:19][C:20]1[CH:21]=[CH:22][C:23]([N:29]2[N:33]=[CH:32][CH:31]=[N:30]2)=[C:24]([CH:28]=1)[C:25](O)=[O:26].CN(C(ON1N=NC2C=CC=NC1=2)=[N+](C)C)C.F[P-](F)(F)(F)(F)F, predict the reaction product. The product is: [OH:9][CH2:8][C@@H:3]1[C@H:2]([CH3:1])[CH2:7][CH2:6][CH2:5][N:4]1[C:25]([C:24]1[CH:28]=[C:20]([CH3:19])[CH:21]=[CH:22][C:23]=1[N:29]1[N:33]=[CH:32][CH:31]=[N:30]1)=[O:26]. (6) Given the reactants [CH3:1][O:2][C:3]1[CH:8]=[CH:7][C:6](B(O)O)=[CH:5][CH:4]=1.Br[C:13]1[CH:18]=[CH:17][CH:16]=[CH:15][C:14]=1[CH3:19].C([O-])([O-])=O.[K+].[K+], predict the reaction product. The product is: [CH3:1][O:2][C:3]1[CH:8]=[CH:7][C:6]([C:13]2[CH:18]=[CH:17][CH:16]=[CH:15][C:14]=2[CH3:19])=[CH:5][CH:4]=1. (7) The product is: [Br:8][C:19]1[C:18]2[C:22](=[CH:23][C:15]([O:14][Si:13]([C:10]([CH3:9])([CH3:11])[CH3:12])([CH3:28])[CH3:29])=[CH:16][CH:17]=2)[NH:21][C:20]=1[C:24]([O:26][CH3:27])=[O:25]. Given the reactants C1C(=O)N([Br:8])C(=O)C1.[CH3:9][C:10]([Si:13]([CH3:29])([CH3:28])[O:14][C:15]1[CH:23]=[C:22]2[C:18]([CH:19]=[C:20]([C:24]([O:26][CH3:27])=[O:25])[NH:21]2)=[CH:17][CH:16]=1)([CH3:12])[CH3:11], predict the reaction product.